From a dataset of Full USPTO retrosynthesis dataset with 1.9M reactions from patents (1976-2016). Predict the reactants needed to synthesize the given product. (1) The reactants are: C(OC(=O)[NH:7][C@H:8]([CH2:24][C:25]1[CH:30]=[CH:29][CH:28]=[CH:27][C:26]=1[F:31])[C@@H:9]([OH:23])[CH2:10][C:11]1[C:16]([C:17](=[O:22])[NH:18][CH:19]([CH3:21])[CH3:20])=[CH:15][CH:14]=[CH:13][N:12]=1)(C)(C)C. Given the product [NH2:7][C@H:8]([CH2:24][C:25]1[CH:30]=[CH:29][CH:28]=[CH:27][C:26]=1[F:31])[C@@H:9]([OH:23])[CH2:10][C:11]1[N:12]=[CH:13][CH:14]=[CH:15][C:16]=1[C:17]([NH:18][CH:19]([CH3:20])[CH3:21])=[O:22], predict the reactants needed to synthesize it. (2) Given the product [Cl:11][C:12]1[N:17]=[C:16]([NH:8][C:5]2[CH:4]=[C:3]([C:2]([F:10])([F:9])[F:1])[NH:7][N:6]=2)[C:15]([Cl:19])=[CH:14][N:13]=1, predict the reactants needed to synthesize it. The reactants are: [F:1][C:2]([F:10])([F:9])[C:3]1[NH:7][N:6]=[C:5]([NH2:8])[CH:4]=1.[Cl:11][C:12]1[N:17]=[C:16](Cl)[C:15]([Cl:19])=[CH:14][N:13]=1.C(=O)([O-])[O-].[Na+].[Na+]. (3) Given the product [NH2:1][CH:2]1[CH2:7][CH2:6][CH:5]([C:8]([O:10][CH3:15])=[O:9])[CH2:4][CH2:3]1, predict the reactants needed to synthesize it. The reactants are: [NH2:1][CH:2]1[CH2:7][CH2:6][CH:5]([C:8]([OH:10])=[O:9])[CH2:4][CH2:3]1.S(Cl)(Cl)=O.[CH2:15](Cl)Cl. (4) Given the product [Cl:5][C:6]1[N:11]=[C:10]2[N:12]([CH3:13])[N:1]=[N:14][C:9]2=[CH:8][CH:7]=1, predict the reactants needed to synthesize it. The reactants are: [N:1]([O-])=O.[Na+].[Cl:5][C:6]1[N:11]=[C:10]([NH:12][CH3:13])[C:9]([NH2:14])=[CH:8][CH:7]=1.[OH-].[Na+].